From a dataset of Peptide-MHC class II binding affinity with 134,281 pairs from IEDB. Regression. Given a peptide amino acid sequence and an MHC pseudo amino acid sequence, predict their binding affinity value. This is MHC class II binding data. (1) The peptide sequence is IKEVVMAYVGIKL. The MHC is DRB1_1501 with pseudo-sequence DRB1_1501. The binding affinity (normalized) is 0.426. (2) The peptide sequence is DSVTPMILKAQKGGNL. The MHC is DRB1_1201 with pseudo-sequence DRB1_1201. The binding affinity (normalized) is 0.398. (3) The binding affinity (normalized) is 0.539. The MHC is DRB1_0101 with pseudo-sequence DRB1_0101. The peptide sequence is KELLNRIQVDSSNPLSEKEK. (4) The peptide sequence is AFIADGDNLFPKV. The MHC is DRB3_0101 with pseudo-sequence DRB3_0101. The binding affinity (normalized) is 0.839. (5) The peptide sequence is LPKPPKPVSKMRMATPLLMQALPM. The MHC is DRB1_1201 with pseudo-sequence DRB1_1201. The binding affinity (normalized) is 0.448.